This data is from Full USPTO retrosynthesis dataset with 1.9M reactions from patents (1976-2016). The task is: Predict the reactants needed to synthesize the given product. (1) Given the product [OH:13][C:14]([CH3:53])([CH3:54])[CH:15]([CH3:52])[O:16][C@H:17]1[CH2:22][CH2:21][C@H:20]([N:23]2[C:28](=[O:29])[C:27]([CH2:30][C:31]3[CH:36]=[CH:35][C:34]([C:37]4[CH:42]=[CH:41][CH:40]=[CH:39][C:38]=4[C:43]4[NH:3][C:4](=[O:7])[O:5][N:44]=4)=[CH:33][CH:32]=3)=[C:26]([CH2:45][CH2:46][CH3:47])[N:25]3[N:48]=[C:49]([CH3:51])[N:50]=[C:24]23)[CH2:19][CH2:18]1, predict the reactants needed to synthesize it. The reactants are: [Cl-].O[NH3+:3].[C:4](=[O:7])([O-])[OH:5].[Na+].CS(C)=O.[OH:13][C:14]([CH3:54])([CH3:53])[CH:15]([CH3:52])[O:16][C@H:17]1[CH2:22][CH2:21][C@H:20]([N:23]2[C:28](=[O:29])[C:27]([CH2:30][C:31]3[CH:36]=[CH:35][C:34]([C:37]4[C:38]([C:43]#[N:44])=[CH:39][CH:40]=[CH:41][CH:42]=4)=[CH:33][CH:32]=3)=[C:26]([CH2:45][CH2:46][CH3:47])[N:25]3[N:48]=[C:49]([CH3:51])[N:50]=[C:24]23)[CH2:19][CH2:18]1. (2) Given the product [F:1][C:2]1([F:17])[O:6][C:5]2[CH:7]=[CH:8][C:9]([C:11]3([C:14]([NH:18][C:19]4[N:24]=[C:23]([C:25]5[CH:26]=[CH:27][C:28]([C:29]([O:31][C:32]([CH3:33])([CH3:34])[CH3:35])=[O:30])=[CH:36][CH:37]=5)[C:22]([CH3:38])=[CH:21][N:20]=4)=[O:15])[CH2:13][CH2:12]3)=[CH:10][C:4]=2[O:3]1, predict the reactants needed to synthesize it. The reactants are: [F:1][C:2]1([F:17])[O:6][C:5]2[CH:7]=[CH:8][C:9]([C:11]3([C:14](Cl)=[O:15])[CH2:13][CH2:12]3)=[CH:10][C:4]=2[O:3]1.[NH2:18][C:19]1[N:24]=[C:23]([C:25]2[CH:37]=[CH:36][C:28]([C:29]([O:31][C:32]([CH3:35])([CH3:34])[CH3:33])=[O:30])=[CH:27][CH:26]=2)[C:22]([CH3:38])=[CH:21][N:20]=1. (3) Given the product [Cl:1][C:2]1[CH:3]=[CH:4][C:5]([C:8]2[Se:9][C:10]([CH2:13][O:14][C:18]3[CH:24]4[CH2:25][CH:21]([CH2:22][CH2:23]4)[C:20](=[O:26])[CH:19]=3)=[CH:11][N:12]=2)=[CH:6][CH:7]=1, predict the reactants needed to synthesize it. The reactants are: [Cl:1][C:2]1[CH:7]=[CH:6][C:5]([C:8]2[Se:9][C:10]([CH2:13][OH:14])=[CH:11][N:12]=2)=[CH:4][CH:3]=1.[H-].[Na+].Cl[C:18]1[CH:24]2[CH2:25][CH:21]([CH2:22][CH2:23]2)[C:20](=[O:26])[CH:19]=1. (4) Given the product [CH3:18][O:19][C:20]1[CH:25]=[CH:24][C:23]([C:2]2[CH:17]=[CH:16][C:5]([O:6][C:7]3[C:13]([CH3:14])=[CH:12][C:10]([NH2:11])=[C:9]([CH3:15])[CH:8]=3)=[CH:4][CH:3]=2)=[CH:22][CH:21]=1, predict the reactants needed to synthesize it. The reactants are: Br[C:2]1[CH:17]=[CH:16][C:5]([O:6][C:7]2[C:13]([CH3:14])=[CH:12][C:10]([NH2:11])=[C:9]([CH3:15])[CH:8]=2)=[CH:4][CH:3]=1.[CH3:18][O:19][C:20]1[CH:25]=[CH:24][C:23](B(O)O)=[CH:22][CH:21]=1.C(=O)([O-])[O-].[Cs+].[Cs+].O. (5) Given the product [Br:1][C:2]1[CH:3]=[C:4]2[C:9](=[CH:10][CH:11]=1)[N:8]([C:12](=[O:17])[C:13]([F:14])([F:16])[F:15])[C@@H:7]([CH3:18])[CH2:6][N:5]2[C:28](=[O:29])[C:27]1[CH:31]=[CH:32][CH:33]=[CH:34][C:26]=1[F:25], predict the reactants needed to synthesize it. The reactants are: [Br:1][C:2]1[CH:3]=[C:4]2[C:9](=[CH:10][CH:11]=1)[N:8]([C:12](=[O:17])[C:13]([F:16])([F:15])[F:14])[C@@H:7]([CH3:18])[CH2:6][NH:5]2.N1C=CC=CC=1.[F:25][C:26]1[CH:34]=[CH:33][CH:32]=[CH:31][C:27]=1[C:28](Cl)=[O:29].